From a dataset of Forward reaction prediction with 1.9M reactions from USPTO patents (1976-2016). Predict the product of the given reaction. (1) Given the reactants Cl.Cl.[N:3]1[C:11]2[CH:10]=[CH:9][N:8]=[CH:7][C:6]=2[O:5][C:4]=1[NH:12][CH:13]1[CH2:18][CH2:17][NH:16][CH2:15][CH2:14]1.[CH2:19]([O:21][C:22]1[CH:23]=[C:24]([CH:34]=O)[CH:25]=[C:26]2[C:31]=1[O:30][C:29]([CH3:33])([CH3:32])[CH:28]=[CH:27]2)[CH3:20].C([BH3-])#N.[Na+].C(N(C(C)C)C(C)C)C, predict the reaction product. The product is: [CH2:19]([O:21][C:22]1[CH:23]=[C:24]([CH2:34][N:16]2[CH2:17][CH2:18][CH:13]([NH:12][C:4]3[O:5][C:6]4[CH:7]=[N:8][CH:9]=[CH:10][C:11]=4[N:3]=3)[CH2:14][CH2:15]2)[CH:25]=[C:26]2[C:31]=1[O:30][C:29]([CH3:33])([CH3:32])[CH:28]=[CH:27]2)[CH3:20]. (2) Given the reactants [CH:1]1([NH:7][C:8]2([CH2:13]O)[CH2:12][CH2:11][CH2:10][CH2:9]2)[CH2:6][CH2:5][CH2:4][CH2:3][CH2:2]1.O=S(Cl)Cl.[CH3:19][C:20]1[CH:25]=[C:24]([N+:26]([O-:28])=[O:27])[CH:23]=[CH:22][C:21]=1[N:29]=[C:30]=[S:31], predict the reaction product. The product is: [CH:1]1([N:7]2[C:8]3([CH2:12][CH2:11][CH2:10][CH2:9]3)[CH2:13][S:31][C:30]2=[N:29][C:21]2[CH:22]=[CH:23][C:24]([N+:26]([O-:28])=[O:27])=[CH:25][C:20]=2[CH3:19])[CH2:6][CH2:5][CH2:4][CH2:3][CH2:2]1. (3) Given the reactants [OH:1][CH2:2][C:3]1([C:14]([O:16][CH2:17][CH3:18])=[O:15])[CH2:6][N:5]([C:7]([O:9]C(C)(C)C)=O)[CH2:4]1.C(N(CC)CC)C.C(Cl)(=O)[C:27]1[CH:32]=[CH:31][CH:30]=[CH:29][CH:28]=1, predict the reaction product. The product is: [CH2:17]([O:16][C:14]([C:3]1([CH2:2][OH:1])[CH2:4][N:5]([C:7](=[O:9])[C:27]2[CH:32]=[CH:31][CH:30]=[CH:29][CH:28]=2)[CH2:6]1)=[O:15])[CH3:18].